From a dataset of Forward reaction prediction with 1.9M reactions from USPTO patents (1976-2016). Predict the product of the given reaction. (1) Given the reactants [Cl:1][C:2]1[CH:22]=[C:21]([Cl:23])[CH:20]=[CH:19][C:3]=1[CH2:4][N:5]1[C:9]([CH2:10][CH2:11][C:12]([OH:14])=O)=[CH:8][C:7]([O:15][CH:16]([CH3:18])[CH3:17])=[N:6]1.[CH3:24][C:25]1[CH:30]=[CH:29][CH:28]=[CH:27][C:26]=1[S:31]([NH2:34])(=[O:33])=[O:32].N12CCCN=C1CCCCC2, predict the reaction product. The product is: [Cl:1][C:2]1[CH:22]=[C:21]([Cl:23])[CH:20]=[CH:19][C:3]=1[CH2:4][N:5]1[C:9]([CH2:10][CH2:11][C:12]([NH:34][S:31]([C:26]2[CH:27]=[CH:28][CH:29]=[CH:30][C:25]=2[CH3:24])(=[O:32])=[O:33])=[O:14])=[CH:8][C:7]([O:15][CH:16]([CH3:18])[CH3:17])=[N:6]1. (2) Given the reactants [C:1]([O:5][C:6]([N:8]1[C@@H:12]([C@H:13]([OH:20])[C:14]2[CH:19]=[CH:18][CH:17]=[CH:16][CH:15]=2)[CH2:11][CH2:10][C@H:9]1[CH2:21][C:22]1[CH:23]=[CH:24][C:25]([C:28]([O:30]C)=[O:29])=[N:26][CH:27]=1)=[O:7])([CH3:4])([CH3:3])[CH3:2].[OH-].[Na+], predict the reaction product. The product is: [C:1]([O:5][C:6]([N:8]1[C@@H:12]([C@H:13]([OH:20])[C:14]2[CH:19]=[CH:18][CH:17]=[CH:16][CH:15]=2)[CH2:11][CH2:10][C@H:9]1[CH2:21][C:22]1[CH:23]=[CH:24][C:25]([C:28]([OH:30])=[O:29])=[N:26][CH:27]=1)=[O:7])([CH3:4])([CH3:2])[CH3:3]. (3) Given the reactants C(OC([N:8]1[CH2:13][C@H:12]2[CH2:14][C@@H:9]1[CH2:10][N:11]2[C:15]([C:17]1[CH:18]=[N:19][C:20]([NH:23][C:24]2[N:25]=[CH:26][C:27]3[CH:32]=[C:31]([C:33](=[O:37])[N:34]([CH3:36])[CH3:35])[N:30]([CH:38]4[CH2:42][CH2:41][CH2:40][CH2:39]4)[C:28]=3[N:29]=2)=[CH:21][CH:22]=1)=[O:16])=O)(C)(C)C.CN(C)C(C1NC2N=CN=CC=2C=1)=O, predict the reaction product. The product is: [CH3:35][N:34]([CH3:36])[C:33]([C:31]1[N:30]([CH:38]2[CH2:42][CH2:41][CH2:40][CH2:39]2)[C:28]2[N:29]=[C:24]([NH:23][C:20]3[CH:21]=[CH:22][C:17]([C:15]([N:11]4[CH2:10][C@H:9]5[CH2:14][C@@H:12]4[CH2:13][NH:8]5)=[O:16])=[CH:18][N:19]=3)[N:25]=[CH:26][C:27]=2[CH:32]=1)=[O:37]. (4) Given the reactants [OH:1][C:2]([C:12]1[CH:17]=[CH:16][C:15]([OH:18])=[CH:14][CH:13]=1)([CH3:11])[CH2:3][NH:4][S:5]([CH:8]([CH3:10])[CH3:9])(=[O:7])=[O:6].[H-].[Na+].[F:21][C:22]1[CH:23]=[C:24]([CH:27]=[C:28]([F:30])[CH:29]=1)[CH2:25]Br.N[C@H](C(O)=O)CC1C=C2C(C=CC=C2)=CC=1, predict the reaction product. The product is: [F:21][C:22]1[CH:23]=[C:24]([CH2:25][O:18][C:15]2[CH:14]=[CH:13][C:12]([C:2]([OH:1])([CH3:11])[CH2:3][NH:4][S:5]([CH:8]([CH3:10])[CH3:9])(=[O:7])=[O:6])=[CH:17][CH:16]=2)[CH:27]=[C:28]([F:30])[CH:29]=1. (5) Given the reactants [C:1]([O:5][C:6]([N:8]1[CH2:12][CH2:11][C@@:10]([NH:14]C(OCC2C=CC=CC=2)=O)([CH3:13])[CH2:9]1)=[O:7])([CH3:4])([CH3:3])[CH3:2], predict the reaction product. The product is: [C:1]([O:5][C:6]([N:8]1[CH2:12][CH2:11][C@@:10]([NH2:14])([CH3:13])[CH2:9]1)=[O:7])([CH3:4])([CH3:2])[CH3:3].